Task: Predict the reactants needed to synthesize the given product.. Dataset: Full USPTO retrosynthesis dataset with 1.9M reactions from patents (1976-2016) The reactants are: [CH3:1][N:2]1[CH2:7][CH2:6][C:5]2[C:8]([C:11]([O:13]CC)=[O:12])=[CH:9][S:10][C:4]=2[C:3]1=[O:16].[OH-].[Na+].Cl. Given the product [CH3:1][N:2]1[CH2:7][CH2:6][C:5]2[C:8]([C:11]([OH:13])=[O:12])=[CH:9][S:10][C:4]=2[C:3]1=[O:16], predict the reactants needed to synthesize it.